This data is from Forward reaction prediction with 1.9M reactions from USPTO patents (1976-2016). The task is: Predict the product of the given reaction. (1) Given the reactants [NH2:1][C:2]1[N:10]=[C:9]([O:11][CH2:12][CH2:13][O:14][CH3:15])[N:8]=[C:7]2[C:3]=1[N:4]=[CH:5][N:6]2[CH2:16][C:17]1[CH:18]=[C:19]([CH:22]=[CH:23][CH:24]=1)[C:20]#[N:21].BrN1[C:30](=[O:31])CCC1=O, predict the reaction product. The product is: [NH2:1][C:2]1[N:10]=[C:9]([O:11][CH2:12][CH2:13][O:14][CH3:15])[N:8]=[C:7]2[C:3]=1[N:4]=[C:5]([O:31][CH3:30])[N:6]2[CH2:16][C:17]1[CH:18]=[C:19]([CH:22]=[CH:23][CH:24]=1)[C:20]#[N:21]. (2) Given the reactants C([O-])([O-])=O.[K+].[K+].[S:7]1[C:11]2[CH:12]=[CH:13][CH:14]=[CH:15][C:10]=2[C:9]([CH2:16][C@@H:17]([C:19]([OH:21])=[O:20])[NH2:18])=[CH:8]1.[CH3:22][C:23]([O:26][C:27](O[C:27]([O:26][C:23]([CH3:25])([CH3:24])[CH3:22])=[O:28])=[O:28])([CH3:25])[CH3:24], predict the reaction product. The product is: [S:7]1[C:11]2[CH:12]=[CH:13][CH:14]=[CH:15][C:10]=2[C:9]([CH2:16][C@@H:17]([C:19]([OH:21])=[O:20])[NH:18][C:27]([O:26][C:23]([CH3:25])([CH3:24])[CH3:22])=[O:28])=[CH:8]1.